From a dataset of Peptide-MHC class II binding affinity with 134,281 pairs from IEDB. Regression. Given a peptide amino acid sequence and an MHC pseudo amino acid sequence, predict their binding affinity value. This is MHC class II binding data. (1) The peptide sequence is GIKQLQARVLAVERYLK. The MHC is HLA-DPA10103-DPB10401 with pseudo-sequence HLA-DPA10103-DPB10401. The binding affinity (normalized) is 0.664. (2) The peptide sequence is NLALSIKYNKEGDSM. The MHC is DRB1_1501 with pseudo-sequence DRB1_1501. The binding affinity (normalized) is 0.428. (3) The peptide sequence is QKEYMERQGKTPLGL. The MHC is DRB1_0802 with pseudo-sequence DRB1_0802. The binding affinity (normalized) is 0.181. (4) The MHC is HLA-DQA10101-DQB10501 with pseudo-sequence HLA-DQA10101-DQB10501. The peptide sequence is YQPAAMRRLSLILLA. The binding affinity (normalized) is 0.562. (5) The peptide sequence is KASPVLAFPAGVCPT. The MHC is HLA-DPA10201-DPB10501 with pseudo-sequence HLA-DPA10201-DPB10501. The binding affinity (normalized) is 0.175. (6) The peptide sequence is GVTCGPGHGISVGSL. The MHC is DRB1_0401 with pseudo-sequence DRB1_0401. The binding affinity (normalized) is 0.314. (7) The peptide sequence is GEQLYISVISPARSL. The MHC is DRB3_0101 with pseudo-sequence DRB3_0101. The binding affinity (normalized) is 0.304.